Dataset: Reaction yield outcomes from USPTO patents with 853,638 reactions. Task: Predict the reaction yield, written as a fraction of the theoretical maximum amount of product (1.0 means a 100% yield; for example, 0.34 means a 34% yield). (1) The reactants are [CH:1]12[CH2:6][CH:5]1[CH2:4][N:3]([C:7]1[N:12]=[C:11]([NH:13][CH2:14][C:15]3[CH:20]=[CH:19][C:18]([O:21][CH3:22])=[C:17]([Cl:23])[CH:16]=3)[C:10]([C:24]([OH:26])=O)=[CH:9][N:8]=1)[CH2:2]2.[N:27]1[CH:32]=[CH:31][CH:30]=[CH:29][C:28]=1[CH2:33][NH2:34].C(N(CC)CC)C.CN(C(ON1N=NC2C=CC=NC1=2)=[N+](C)C)C.F[P-](F)(F)(F)(F)F. The catalyst is C1COCC1. The product is [CH:1]12[CH2:6][CH:5]1[CH2:4][N:3]([C:7]1[N:12]=[C:11]([NH:13][CH2:14][C:15]3[CH:20]=[CH:19][C:18]([O:21][CH3:22])=[C:17]([Cl:23])[CH:16]=3)[C:10]([C:24]([NH:34][CH2:33][C:28]3[CH:29]=[CH:30][CH:31]=[CH:32][N:27]=3)=[O:26])=[CH:9][N:8]=1)[CH2:2]2. The yield is 0.240. (2) The reactants are [CH2:1]([O:4][C@@H:5]1[C@@H:9]([CH2:10][O:11][Si](C(C)(C)C)(C)C)[O:8][C@@H:7]([N:19]2[CH:26]=[C:25]([I:27])[C:23](=[O:24])[NH:22][C:20]2=[O:21])[CH2:6]1)[CH:2]=[CH2:3].CCCC[N+](CCCC)(CCCC)CCCC.[F-]. The catalyst is C1COCC1. The product is [CH2:1]([O:4][C@@H:5]1[C@@H:9]([CH2:10][OH:11])[O:8][C@@H:7]([N:19]2[CH:26]=[C:25]([I:27])[C:23](=[O:24])[NH:22][C:20]2=[O:21])[CH2:6]1)[CH:2]=[CH2:3]. The yield is 0.750. (3) The reactants are [NH2:1][C:2]1[NH:6][N:5]=[C:4]([NH:7][C:8]2[CH:13]=[CH:12][CH:11]=[C:10]([Cl:14])[CH:9]=2)[C:3]=1[C:15]([NH2:17])=[O:16].[OH:18][C:19]1[CH:26]=[CH:25][C:22]([CH:23]=O)=[CH:21][CH:20]=1.N1CCCCC1. The catalyst is C(O)C. The product is [Cl:14][C:10]1[CH:9]=[C:8]([NH:7][C:4]2[C:3]([C:15]([NH2:17])=[O:16])=[C:2]([N:1]=[CH:23][C:22]3[CH:25]=[CH:26][C:19]([OH:18])=[CH:20][CH:21]=3)[NH:6][N:5]=2)[CH:13]=[CH:12][CH:11]=1. The yield is 0.650. (4) The reactants are Br[C:2]1[CH:3]=[C:4]([C:9]([O:11][CH3:12])=[O:10])[S:5][C:6]=1[O:7][CH3:8].[CH3:13][N:14]1[C:18](B2OC(C)(C)C(C)(C)O2)=[CH:17][CH:16]=[N:15]1.C([O-])([O-])=O.[K+].[K+]. The catalyst is O1CCOCC1.O.CC(C)([P](C(C)(C)C)([Pd][P](C(C)(C)C)(C(C)(C)C)C(C)(C)C)C(C)(C)C)C. The product is [CH3:8][O:7][C:6]1[S:5][C:4]([C:9]([O:11][CH3:12])=[O:10])=[CH:3][C:2]=1[C:18]1[N:14]([CH3:13])[N:15]=[CH:16][CH:17]=1. The yield is 0.850. (5) The product is [I:23][C:11]1[CH:12]=[CH:13][CH:14]=[C:9]([O:8][C:7]([F:21])([F:22])[F:6])[C:10]=1[NH:15][C:16](=[O:20])[O:17][CH2:18][CH3:19]. The yield is 0.730. The reactants are C([Li])(CC)C.[F:6][C:7]([F:22])([F:21])[O:8][C:9]1[CH:14]=[CH:13][CH:12]=[CH:11][C:10]=1[NH:15][C:16](=[O:20])[O:17][CH2:18][CH3:19].[I:23]I. The catalyst is C1CCCCC1.C1COCC1.